Predict the reactants needed to synthesize the given product. From a dataset of Full USPTO retrosynthesis dataset with 1.9M reactions from patents (1976-2016). The reactants are: C(CC(OCC)=O)#N.BrCCCBr.[CH2:14]([O:16][C:17]([C:19]1([C:24]#[N:25])[CH2:23][CH2:22][CH2:21]C1)=[O:18])[CH3:15]. Given the product [CH2:14]([O:16][C:17]([C:19]1([C:24]#[N:25])[CH2:23][CH2:22][CH2:21]1)=[O:18])[CH3:15], predict the reactants needed to synthesize it.